From a dataset of Catalyst prediction with 721,799 reactions and 888 catalyst types from USPTO. Predict which catalyst facilitates the given reaction. (1) Reactant: [Br:1][C:2]1[CH:11]=[C:10]2[C:5]([CH:6]=[CH:7][N+:8]([O-])=[CH:9]2)=[CH:4][C:3]=1[O:13][CH3:14].[C:15]1(=[O:25])[NH:19][C:18](=[O:20])[C:17]2=[CH:21][CH:22]=[CH:23][CH:24]=[C:16]12.C(N(CCCC)CCCC)CCC.C(Cl)(=O)C1C=CC=CC=1. Product: [Br:1][C:2]1[CH:11]=[C:10]2[C:5]([CH:6]=[CH:7][N:8]=[C:9]2[N:19]2[C:15](=[O:25])[C:16]3[C:17](=[CH:21][CH:22]=[CH:23][CH:24]=3)[C:18]2=[O:20])=[CH:4][C:3]=1[O:13][CH3:14]. The catalyst class is: 2. (2) Reactant: C[N:2]([CH:4]=[C:5]([C:11](=O)[CH2:12][CH:13]([CH3:15])[CH3:14])[C:6]([O:8][CH2:9][CH3:10])=[O:7])C.[NH2:17]N. Product: [CH2:12]([C:11]1[C:5]([C:6]([O:8][CH2:9][CH3:10])=[O:7])=[CH:4][NH:2][N:17]=1)[CH:13]([CH3:15])[CH3:14]. The catalyst class is: 14. (3) Reactant: ClC(OC1C=CC([N+]([O-])=O)=CC=1)=[O:3].[NH2:14][O:15][CH2:16][C:17]([O:19][C:20]([CH3:23])([CH3:22])[CH3:21])=[O:18].[CH2:24]([N:26]([CH2:29]C)CC)[CH3:25]. Product: [CH2:24]([NH:26][C:29](=[O:3])[NH:14][O:15][CH2:16][C:17]([O:19][C:20]([CH3:23])([CH3:22])[CH3:21])=[O:18])[CH3:25]. The catalyst class is: 4. (4) Product: [CH2:39]([C:40]1[N:18]2[CH2:17][C@@H:16]([CH2:15][O:14][C:13]3[CH:12]=[CH:11][C:10]([CH:4]4[CH2:5][C:6]([CH3:8])([CH3:9])[CH2:7][C:2]([CH3:24])([CH3:1])[CH2:3]4)=[CH:23][CH:22]=3)[O:20][C:19]2=[N:21][C:42](=[O:45])[CH:41]=1)[CH3:33]. The catalyst class is: 8. Reactant: [CH3:1][C:2]1([CH3:24])[CH2:7][C:6]([CH3:9])([CH3:8])[CH2:5][CH:4]([C:10]2[CH:23]=[CH:22][C:13]([O:14][CH2:15][CH:16]3[O:20][C:19]([NH2:21])=[N:18][CH2:17]3)=[CH:12][CH:11]=2)[CH2:3]1.C1O[C@H]1CCl.CC1(C)CC(C)(C)C[CH:33]([C:39]2C=C[C:42]([OH:45])=[CH:41][CH:40]=2)C1.C(OCC)(=O)C#CCC. (5) Reactant: [CH2:1]([N:8]1[C:16]2[C:11](=[CH:12][C:13]([O:17][CH:18]3[CH2:23][CH2:22][CH2:21][CH2:20][O:19]3)=[CH:14][CH:15]=2)[C:10]([C:24](OCC)=[O:25])=[C:9]1[CH:29]([CH3:31])[CH3:30])[C:2]1[CH:7]=[CH:6][CH:5]=[CH:4][CH:3]=1.[H-].[H-].[H-].[H-].[Li+].[Al+3]. Product: [CH2:1]([N:8]1[C:16]2[C:11](=[CH:12][C:13]([O:17][CH:18]3[CH2:23][CH2:22][CH2:21][CH2:20][O:19]3)=[CH:14][CH:15]=2)[C:10]([CH2:24][OH:25])=[C:9]1[CH:29]([CH3:31])[CH3:30])[C:2]1[CH:3]=[CH:4][CH:5]=[CH:6][CH:7]=1. The catalyst class is: 1. (6) Reactant: [Br:1][C:2]1[N:7]=[C:6]([C:8]([OH:10])=O)[CH:5]=[CH:4][CH:3]=1.C([C:13]1[NH:14][CH:15]=[CH:16][N:17]=1)([C:13]1[NH:14][CH:15]=[CH:16][N:17]=1)=O. Product: [Br:1][C:2]1[CH:3]=[CH:4][CH:5]=[C:6]([C:8]([N:14]2[CH:15]=[CH:16][N:17]=[CH:13]2)=[O:10])[N:7]=1. The catalyst class is: 4. (7) Reactant: [C:1]([O:5][C:6](=[O:26])[NH:7][C:8]1[C:17]2[C:12](=[CH:13][CH:14]=[CH:15][CH:16]=2)[C:11]([O:18][C:19]2[CH:24]=[CH:23][N:22]=[C:21](Cl)[N:20]=2)=[CH:10][CH:9]=1)([CH3:4])([CH3:3])[CH3:2].[NH2:27][C:28]1[CH:29]=[C:30]([CH:42]=[C:43]([C:45]#[CH:46])[CH:44]=1)[C:31]([NH:33][CH2:34][CH2:35][N:36]1[CH2:41][CH2:40][O:39][CH2:38][CH2:37]1)=[O:32].C([O-])(O)=O.[Na+]. Product: [C:1]([O:5][C:6](=[O:26])[NH:7][C:8]1[C:17]2[C:12](=[CH:13][CH:14]=[CH:15][CH:16]=2)[C:11]([O:18][C:19]2[CH:24]=[CH:23][N:22]=[C:21]([NH:27][C:28]3[CH:29]=[C:30]([C:31](=[O:32])[NH:33][CH2:34][CH2:35][N:36]4[CH2:37][CH2:38][O:39][CH2:40][CH2:41]4)[CH:42]=[C:43]([C:45]#[CH:46])[CH:44]=3)[N:20]=2)=[CH:10][CH:9]=1)([CH3:4])([CH3:3])[CH3:2]. The catalyst class is: 3. (8) Reactant: [Cl:1][C:2]1[C:3]([CH3:20])=[C:4]([N:13]2[CH2:18][CH2:17][CH:16]([OH:19])[CH2:15][CH2:14]2)[C:5]([O:11][CH3:12])=[C:6]([C:8](=O)[CH3:9])[CH:7]=1.C([O-])(=O)C.[NH4+].C([BH3-])#[N:27].[Na+]. Product: [NH2:27][CH:8]([C:6]1[C:5]([O:11][CH3:12])=[C:4]([N:13]2[CH2:18][CH2:17][CH:16]([OH:19])[CH2:15][CH2:14]2)[C:3]([CH3:20])=[C:2]([Cl:1])[CH:7]=1)[CH3:9]. The catalyst class is: 449. (9) The catalyst class is: 11. Product: [Cl:24][C:21]1[CH:22]=[CH:23][C:18]([C:7]2[C:8]([C:10]3[CH:15]=[CH:14][C:13]([Cl:16])=[CH:12][C:11]=3[Cl:17])=[N:9][C:2]([S:38][C:35]3[CH:36]=[CH:37][C:32]([F:31])=[CH:33][CH:34]=3)=[C:3]([CH:6]=2)[C:4]#[N:5])=[CH:19][CH:20]=1. Reactant: Cl[C:2]1[N:9]=[C:8]([C:10]2[CH:15]=[CH:14][C:13]([Cl:16])=[CH:12][C:11]=2[Cl:17])[C:7]([C:18]2[CH:23]=[CH:22][C:21]([Cl:24])=[CH:20][CH:19]=2)=[CH:6][C:3]=1[C:4]#[N:5].C([O-])([O-])=O.[Cs+].[Cs+].[F:31][C:32]1[CH:37]=[CH:36][C:35]([SH:38])=[CH:34][CH:33]=1.